Dataset: Aqueous solubility values for 9,982 compounds from the AqSolDB database. Task: Regression/Classification. Given a drug SMILES string, predict its absorption, distribution, metabolism, or excretion properties. Task type varies by dataset: regression for continuous measurements (e.g., permeability, clearance, half-life) or binary classification for categorical outcomes (e.g., BBB penetration, CYP inhibition). For this dataset (solubility_aqsoldb), we predict Y. (1) The molecule is COC(=O)C1(S(=O)(=O)c2ccccc2)CCCCC1. The Y is -3.85 log mol/L. (2) The Y is -3.18 log mol/L. The drug is CC12C=CC(=O)C=C1CCC1C2C(O)CC2(C)C1CCC2(O)C(=O)CO. (3) The compound is CC(=O)Nc1ccc(S(=O)(=O)Nc2ccccn2)cc1. The Y is -3.72 log mol/L. (4) The molecule is O=S([O-])S(=O)[O-].[Na+].[Na+]. The Y is 0.0183 log mol/L. (5) The Y is 0.785 log mol/L. The molecule is NC(=O)[C@@H]1CCC[NH2+]1. (6) The drug is CNC(=N)NS(=O)(=O)c1ccc2ccccc2c1. The Y is -3.10 log mol/L. (7) The drug is Cc1ccc2cccc(O)c2n1. The Y is -1.73 log mol/L. (8) The drug is CCCC1COC(Cn2cncn2)(c2ccc(Cl)cc2Cl)O1. The Y is -3.49 log mol/L. (9) The Y is -6.97 log mol/L. The drug is CCCCCCC(=O)OCC(CC)(COC(=O)CCCCCC)COC(=O)CCCCCC. (10) The compound is Nc1c(S(=O)(=O)[O-])cc(Nc2ccccc2)c2c1C(=O)c1ccccc1C2=O.[Na+]. The Y is -2.17 log mol/L.